Dataset: Reaction yield outcomes from USPTO patents with 853,638 reactions. Task: Predict the reaction yield, written as a fraction of the theoretical maximum amount of product (1.0 means a 100% yield; for example, 0.34 means a 34% yield). (1) The reactants are [CH3:1][C:2]1[CH:10]=[CH:9][C:5]([C:6]([OH:8])=[O:7])=[CH:4][C:3]=1[N+:11]([O-:13])=[O:12].S(=O)(=O)(O)O.[CH3:19]O. No catalyst specified. The product is [CH3:19][O:7][C:6](=[O:8])[C:5]1[CH:9]=[CH:10][C:2]([CH3:1])=[C:3]([N+:11]([O-:13])=[O:12])[CH:4]=1. The yield is 0.970. (2) The reactants are Br[C:2]1[CH:3]=[CH:4][C:5]([O:10][CH2:11][CH:12]2[CH2:17][CH2:16][N:15]([CH2:18][C:19]([CH2:23][CH3:24])([F:22])[CH2:20][CH3:21])[CH2:14][CH2:13]2)=[C:6]([CH:9]=1)[C:7]#[N:8].[F:25][C:26]1[CH:31]=[C:30]([C:32]([O:34][CH3:35])=[O:33])[CH:29]=[CH:28][C:27]=1B(O)O.C([O-])([O-])=O.[Cs+].[Cs+]. The catalyst is O1CCOCC1. The product is [C:7]([C:6]1[CH:9]=[C:2]([C:27]2[CH:28]=[CH:29][C:30]([C:32]([O:34][CH3:35])=[O:33])=[CH:31][C:26]=2[F:25])[CH:3]=[CH:4][C:5]=1[O:10][CH2:11][CH:12]1[CH2:17][CH2:16][N:15]([CH2:18][C:19]([CH2:23][CH3:24])([F:22])[CH2:20][CH3:21])[CH2:14][CH2:13]1)#[N:8]. The yield is 0.700. (3) The reactants are [F:1][C:2]1[C:11]([CH2:12][CH2:13][C:14]2[CH:15]=[N:16][C:17]([NH:20][C:21]3[CH:26]=[CH:25][C:24]([N:27]4[CH2:32][CH2:31][CH2:30][CH2:29][C:28]4=[O:33])=[CH:23][CH:22]=3)=[N:18][CH:19]=2)=[CH:10][C:5]([C:6]([O:8]C)=O)=[CH:4][C:3]=1[O:34][CH3:35].[OH-].[Na+].Cl.CN.[CH3:41][N:42](C(ON1N=NC2C=CC=NC1=2)=[N+](C)C)C.F[P-](F)(F)(F)(F)F.CCN(C(C)C)C(C)C. The catalyst is CO.CN(C=O)C. The product is [F:1][C:2]1[C:11]([CH2:12][CH2:13][C:14]2[CH:19]=[N:18][C:17]([NH:20][C:21]3[CH:26]=[CH:25][C:24]([N:27]4[CH2:32][CH2:31][CH2:30][CH2:29][C:28]4=[O:33])=[CH:23][CH:22]=3)=[N:16][CH:15]=2)=[CH:10][C:5]([C:6]([NH:42][CH3:41])=[O:8])=[CH:4][C:3]=1[O:34][CH3:35]. The yield is 0.192. (4) The reactants are [F:1][C:2]([F:38])([F:37])[O:3][C:4]1[CH:9]=[CH:8][C:7]([NH:10][C:11]2[N:16]=[CH:15][C:14]([CH2:17][O:18][C:19]3[CH:36]=[CH:35][C:22]4[N:23]([CH2:27][O:28]CC[Si](C)(C)C)[C:24](=[O:26])[O:25][C:21]=4[CH:20]=3)=[CH:13][N:12]=2)=[CH:6][CH:5]=1.C(O)(C(F)(F)F)=O. The catalyst is C(Cl)Cl. The product is [OH:28][CH2:27][N:23]1[C:22]2[CH:35]=[CH:36][C:19]([O:18][CH2:17][C:14]3[CH:13]=[N:12][C:11]([NH:10][C:7]4[CH:8]=[CH:9][C:4]([O:3][C:2]([F:38])([F:1])[F:37])=[CH:5][CH:6]=4)=[N:16][CH:15]=3)=[CH:20][C:21]=2[O:25][C:24]1=[O:26]. The yield is 0.610. (5) The reactants are [F:1][C:2]1[CH:7]=[CH:6][C:5]([S:8]([N:11]2[C:15]([C:16]3[CH:21]=[CH:20][C:19]([O:22][CH3:23])=[CH:18][CH:17]=3)=[CH:14][C:13]([CH:24]=O)=[CH:12]2)(=[O:10])=[O:9])=[CH:4][CH:3]=1.[Cl-].C[NH3+].[C:29]([BH3-])#[N:30].[Na+]. No catalyst specified. The product is [F:1][C:2]1[CH:7]=[CH:6][C:5]([S:8]([N:11]2[C:15]([C:16]3[CH:21]=[CH:20][C:19]([O:22][CH3:23])=[CH:18][CH:17]=3)=[CH:14][C:13]([CH2:24][NH:30][CH3:29])=[CH:12]2)(=[O:10])=[O:9])=[CH:4][CH:3]=1. The yield is 0.440. (6) The reactants are [Cl:1][C:2]1[CH:7]=[CH:6][C:5]([C:8]2[C:16]3[C:11](=[CH:12][CH:13]=[C:14]([C:17]#[N:18])[CH:15]=3)[N:10](C3CCCCO3)[N:9]=2)=[CH:4][CH:3]=1.[N:25]([Sn](CCCC)(CCCC)CCCC)=[N+:26]=[N-:27].O1CCOCC1.Cl. The catalyst is C1(C)C=CC=CC=1. The product is [Cl:1][C:2]1[CH:3]=[CH:4][C:5]([C:8]2[C:16]3[C:11](=[CH:12][CH:13]=[C:14]([C:17]4[N:18]=[N:25][NH:26][N:27]=4)[CH:15]=3)[NH:10][N:9]=2)=[CH:6][CH:7]=1. The yield is 0.350. (7) The reactants are [Cl-].O[NH3+:3].[C:4](=[O:7])([O-])[OH:5].[Na+].CS(C)=O.[CH2:13]([C:15]1[N:16]=[C:17]([CH2:45][CH2:46][CH3:47])[N:18]([CH2:30][C:31]2[CH:36]=[CH:35][C:34]([C:37]3[C:38]([C:43]#[N:44])=[CH:39][CH:40]=[CH:41][CH:42]=3)=[CH:33][CH:32]=2)[C:19](=[O:29])[C:20]=1[C:21]1[CH:26]=[CH:25][C:24]([O:27][CH3:28])=[CH:23][CH:22]=1)[CH3:14]. The catalyst is O. The product is [CH2:13]([C:15]1[N:16]=[C:17]([CH2:45][CH2:46][CH3:47])[N:18]([CH2:30][C:31]2[CH:36]=[CH:35][C:34]([C:37]3[CH:42]=[CH:41][CH:40]=[CH:39][C:38]=3[C:43]3[NH:3][C:4](=[O:7])[O:5][N:44]=3)=[CH:33][CH:32]=2)[C:19](=[O:29])[C:20]=1[C:21]1[CH:22]=[CH:23][C:24]([O:27][CH3:28])=[CH:25][CH:26]=1)[CH3:14]. The yield is 0.810. (8) The reactants are [CH3:1][O:2][C:3]([C:5]1[S:6][CH:7]=[C:8]([Br:11])[C:9]=1[OH:10])=[O:4].[C:12](=O)([O-])[O-].[K+].[K+].IC. The catalyst is CC(C)=O. The product is [CH3:1][O:2][C:3]([C:5]1[S:6][CH:7]=[C:8]([Br:11])[C:9]=1[O:10][CH3:12])=[O:4]. The yield is 1.00.